Dataset: Forward reaction prediction with 1.9M reactions from USPTO patents (1976-2016). Task: Predict the product of the given reaction. (1) Given the reactants Cl[C:2]1[C:11]2[C:6](=[C:7]([C:12]3[CH:17]=[CH:16][CH:15]=[CH:14][CH:13]=3)[CH:8]=[CH:9][CH:10]=2)[C:5]([Cl:18])=[N:4][N:3]=1.[C:19]([O:23][C:24]1[CH:29]=[C:28](B2OC(C)(C)C(C)(C)O2)[CH:27]=[CH:26][N:25]=1)([CH3:22])([CH3:21])[CH3:20].P(=O)(O)(O)O.[K], predict the reaction product. The product is: [C:19]([O:23][C:24]1[CH:29]=[C:28]([C:2]2[C:11]3[C:6](=[C:7]([C:12]4[CH:17]=[CH:16][CH:15]=[CH:14][CH:13]=4)[CH:8]=[CH:9][CH:10]=3)[C:5]([Cl:18])=[N:4][N:3]=2)[CH:27]=[CH:26][N:25]=1)([CH3:22])([CH3:20])[CH3:21]. (2) Given the reactants C(N(CC)CC)C.Cl[C:9]1[CH:14]=[C:13]([Cl:15])[CH:12]=[CH:11][C:10]=1[N+:16]([O-:18])=[O:17].[C:19]([O:23][C:24]([N:26]1[CH2:31][CH2:30][NH:29][CH2:28][CH2:27]1)=[O:25])([CH3:22])([CH3:21])[CH3:20].O, predict the reaction product. The product is: [C:19]([O:23][C:24]([N:26]1[CH2:31][CH2:30][N:29]([C:9]2[CH:14]=[C:13]([Cl:15])[CH:12]=[CH:11][C:10]=2[N+:16]([O-:18])=[O:17])[CH2:28][CH2:27]1)=[O:25])([CH3:22])([CH3:20])[CH3:21]. (3) Given the reactants C([O:3][C:4]([CH2:6][C:7]1[N:8]=[C:9]([SH:12])[S:10][CH:11]=1)=[O:5])C.[OH-].[Na+].[Cl:15][C:16]1[CH:17]=[C:18]([CH:32]=[CH:33][C:34]=1[Cl:35])[CH2:19][N:20]1[CH2:25][CH2:24][O:23][C@@H:22]([CH2:26][NH:27][C:28](=[O:31])[CH2:29]Cl)[CH2:21]1.CCCCCCC, predict the reaction product. The product is: [C:4]([CH2:6][C:7]1[N:8]=[C:9]([S:12][CH2:29][C:28]([NH:27][CH2:26][C@@H:22]2[O:23][CH2:24][CH2:25][N:20]([CH2:19][C:18]3[CH:32]=[CH:33][C:34]([Cl:35])=[C:16]([Cl:15])[CH:17]=3)[CH2:21]2)=[O:31])[S:10][CH:11]=1)([OH:3])=[O:5]. (4) Given the reactants [CH3:1][O:2][C:3]1[CH:4]=[C:5]2[C:10](=[CH:11][C:12]=1[O:13][CH2:14][CH2:15][CH2:16]Cl)[N:9]=[CH:8][NH:7][C:6]2=[O:18].[NH:19]1[CH2:24][CH2:23][S:22][CH2:21][CH2:20]1.C(O)(CC)C, predict the reaction product. The product is: [CH3:1][O:2][C:3]1[CH:4]=[C:5]2[C:10](=[CH:11][C:12]=1[O:13][CH2:14][CH2:15][CH2:16][N:19]1[CH2:24][CH2:23][S:22][CH2:21][CH2:20]1)[N:9]=[CH:8][NH:7][C:6]2=[O:18].